From a dataset of Forward reaction prediction with 1.9M reactions from USPTO patents (1976-2016). Predict the product of the given reaction. (1) Given the reactants [C:1]1([CH:7]2[CH2:12][N:11]([C:13]3[CH:18]=[CH:17][CH:16]=[CH:15][CH:14]=3)[CH2:10][CH2:9][N:8]2C(OCC2C=CC=CC=2)=O)[CH:6]=[CH:5][CH:4]=[CH:3][CH:2]=1, predict the reaction product. The product is: [C:13]1([N:11]2[CH2:10][CH2:9][NH:8][CH:7]([C:1]3[CH:6]=[CH:5][CH:4]=[CH:3][CH:2]=3)[CH2:12]2)[CH:18]=[CH:17][CH:16]=[CH:15][CH:14]=1. (2) Given the reactants [NH2:1][C:2]1[O:6][N:5]=[C:4]([CH3:7])[C:3]=1[Br:8].[Cl:9][C:10]1[CH:15]=[C:14]([Cl:16])[CH:13]=[CH:12][C:11]=1[S:17](Cl)(=[O:19])=[O:18], predict the reaction product. The product is: [Cl:9][C:10]1[CH:15]=[C:14]([Cl:16])[CH:13]=[CH:12][C:11]=1[S:17]([NH:1][C:2]1[O:6][N:5]=[C:4]([CH3:7])[C:3]=1[Br:8])(=[O:19])=[O:18]. (3) Given the reactants [F:1][C:2]1[CH:7]=[C:6]([F:8])[CH:5]=[CH:4][C:3]=1[C:9]([N:11]1[CH2:16][CH2:15][CH2:14][C@@H:13](O)[CH2:12]1)=[O:10].[C:18]1([C:24]2[NH:28][N:27]=[N:26][N:25]=2)[CH:23]=[CH:22][CH:21]=[CH:20][CH:19]=1, predict the reaction product. The product is: [F:1][C:2]1[CH:7]=[C:6]([F:8])[CH:5]=[CH:4][C:3]=1[C:9]([N:11]1[CH2:16][CH2:15][CH2:14][C@H:13]([N:26]2[N:27]=[N:28][C:24]([C:18]3[CH:23]=[CH:22][CH:21]=[CH:20][CH:19]=3)=[N:25]2)[CH2:12]1)=[O:10]. (4) Given the reactants Cl[C:2]1[CH:3]=[CH:4][C:5]2[N:6]([C:8]([C:11]3[CH:18]=[CH:17][C:14]([C:15]#[N:16])=[CH:13][CH:12]=3)=[CH:9][N:10]=2)[N:7]=1.C([O-])([O-])=O.[K+].[K+].Cl.[CH3:26][N:27]1[CH2:32][CH2:31][N:30]([C:33]([C:35]2[CH:40]=[CH:39][C:38](B(O)O)=[CH:37][CH:36]=2)=[O:34])[CH2:29][CH2:28]1, predict the reaction product. The product is: [CH3:26][N:27]1[CH2:32][CH2:31][N:30]([C:33]([C:35]2[CH:40]=[CH:39][C:38]([C:2]3[CH:3]=[CH:4][C:5]4[N:6]([C:8]([C:11]5[CH:18]=[CH:17][C:14]([C:15]#[N:16])=[CH:13][CH:12]=5)=[CH:9][N:10]=4)[N:7]=3)=[CH:37][CH:36]=2)=[O:34])[CH2:29][CH2:28]1.